This data is from NCI-60 drug combinations with 297,098 pairs across 59 cell lines. The task is: Regression. Given two drug SMILES strings and cell line genomic features, predict the synergy score measuring deviation from expected non-interaction effect. (1) Drug 1: C1=CC(=CC=C1CCCC(=O)O)N(CCCl)CCCl. Drug 2: C(CC(=O)O)C(=O)CN.Cl. Cell line: CAKI-1. Synergy scores: CSS=33.5, Synergy_ZIP=-5.24, Synergy_Bliss=-2.43, Synergy_Loewe=-9.25, Synergy_HSA=-0.395. (2) Drug 1: C1=NNC2=C1C(=O)NC=N2. Drug 2: CC12CCC3C(C1CCC2OP(=O)(O)O)CCC4=C3C=CC(=C4)OC(=O)N(CCCl)CCCl.[Na+]. Cell line: RPMI-8226. Synergy scores: CSS=1.47, Synergy_ZIP=-0.499, Synergy_Bliss=-0.416, Synergy_Loewe=1.07, Synergy_HSA=-1.13. (3) Drug 1: CNC(=O)C1=CC=CC=C1SC2=CC3=C(C=C2)C(=NN3)C=CC4=CC=CC=N4. Drug 2: CC1C(C(=O)NC(C(=O)N2CCCC2C(=O)N(CC(=O)N(C(C(=O)O1)C(C)C)C)C)C(C)C)NC(=O)C3=C4C(=C(C=C3)C)OC5=C(C(=O)C(=C(C5=N4)C(=O)NC6C(OC(=O)C(N(C(=O)CN(C(=O)C7CCCN7C(=O)C(NC6=O)C(C)C)C)C)C(C)C)C)N)C. Cell line: SK-MEL-2. Synergy scores: CSS=-3.86, Synergy_ZIP=7.44, Synergy_Bliss=10.9, Synergy_Loewe=5.57, Synergy_HSA=7.55. (4) Drug 1: CC(C)(C#N)C1=CC(=CC(=C1)CN2C=NC=N2)C(C)(C)C#N. Drug 2: COC1=C2C(=CC3=C1OC=C3)C=CC(=O)O2. Cell line: SF-295. Synergy scores: CSS=0.146, Synergy_ZIP=1.13, Synergy_Bliss=0.586, Synergy_Loewe=0.554, Synergy_HSA=-0.807. (5) Drug 1: CC1OCC2C(O1)C(C(C(O2)OC3C4COC(=O)C4C(C5=CC6=C(C=C35)OCO6)C7=CC(=C(C(=C7)OC)O)OC)O)O. Drug 2: CC1C(C(=O)NC(C(=O)N2CCCC2C(=O)N(CC(=O)N(C(C(=O)O1)C(C)C)C)C)C(C)C)NC(=O)C3=C4C(=C(C=C3)C)OC5=C(C(=O)C(=C(C5=N4)C(=O)NC6C(OC(=O)C(N(C(=O)CN(C(=O)C7CCCN7C(=O)C(NC6=O)C(C)C)C)C)C(C)C)C)N)C. Cell line: SF-539. Synergy scores: CSS=27.2, Synergy_ZIP=3.36, Synergy_Bliss=6.42, Synergy_Loewe=7.84, Synergy_HSA=7.42.